The task is: Predict the product of the given reaction.. This data is from Forward reaction prediction with 1.9M reactions from USPTO patents (1976-2016). Given the reactants [OH:1][C:2]1[N:6]([CH2:7][CH2:8][N:9]2[C:17](=[O:18])[C:16]3[C:11](=[CH:12][CH:13]=[CH:14][CH:15]=3)[C:10]2=[O:19])[N:5]=[C:4]([CH3:20])[CH:3]=1.C(=O)([O-])[O-].[Cs+].[Cs+].Br[CH2:28][C:29]1[N:33]([C:34]2[CH:39]=[CH:38][CH:37]=[CH:36][CH:35]=2)[N:32]=[C:31]([CH3:40])[CH:30]=1.CC1C=C(CO)N(C2C=CC=CC=2)N=1, predict the reaction product. The product is: [CH3:20][C:4]1[CH:3]=[C:2]([O:1][CH2:28][C:29]2[N:33]([C:34]3[CH:35]=[CH:36][CH:37]=[CH:38][CH:39]=3)[N:32]=[C:31]([CH3:40])[CH:30]=2)[N:6]([CH2:7][CH2:8][N:9]2[C:17](=[O:18])[C:16]3[C:11](=[CH:12][CH:13]=[CH:14][CH:15]=3)[C:10]2=[O:19])[N:5]=1.